This data is from Reaction yield outcomes from USPTO patents with 853,638 reactions. The task is: Predict the reaction yield, written as a fraction of the theoretical maximum amount of product (1.0 means a 100% yield; for example, 0.34 means a 34% yield). (1) The reactants are [Cl:1][C:2]1[CH:7]=[CH:6][CH:5]=[CH:4][C:3]=1[C:8]1[N:9]([C:23]2[CH:28]=[CH:27][C:26]([N+:29]([O-])=O)=[CH:25][CH:24]=2)[C:10]([CH3:22])=[C:11]([C:13]([NH:15][N:16]2[CH2:21][CH2:20][CH2:19][CH2:18][CH2:17]2)=[O:14])[N:12]=1. The catalyst is C(O)C.[Pd]. The product is [NH2:29][C:26]1[CH:25]=[CH:24][C:23]([N:9]2[C:10]([CH3:22])=[C:11]([C:13]([NH:15][N:16]3[CH2:21][CH2:20][CH2:19][CH2:18][CH2:17]3)=[O:14])[N:12]=[C:8]2[C:3]2[CH:4]=[CH:5][CH:6]=[CH:7][C:2]=2[Cl:1])=[CH:28][CH:27]=1. The yield is 1.00. (2) The reactants are [F:1][C:2]1[CH:7]=[CH:6][CH:5]=[C:4]([F:8])[C:3]=1[C:9]1[O:10][C:11]([C:17]2[CH:22]=[CH:21][C:20]([O:23][CH2:24][CH:25]3[CH2:27][O:26]3)=[CH:19][CH:18]=2)=[C:12]([C:14]([NH2:16])=[O:15])[N:13]=1.[NH:28]1[CH2:33][CH2:32][CH2:31][CH2:30][CH2:29]1. The catalyst is CO. The product is [F:8][C:4]1[CH:5]=[CH:6][CH:7]=[C:2]([F:1])[C:3]=1[C:9]1[O:10][C:11]([C:17]2[CH:18]=[CH:19][C:20]([O:23][CH2:24][CH:25]([OH:26])[CH2:27][N:28]3[CH2:33][CH2:32][CH2:31][CH2:30][CH2:29]3)=[CH:21][CH:22]=2)=[C:12]([C:14]([NH2:16])=[O:15])[N:13]=1. The yield is 0.120. (3) The product is [CH2:33]([N:35]([CH2:36][CH3:37])[CH2:2][CH2:3][CH2:4][O:5][C:6]1[CH:11]=[CH:10][C:9]([N:12]2[C:16]3[CH:17]=[CH:18][CH:19]=[CH:20][C:15]=3[C:14](=[N:21][C:22]3[CH:27]=[CH:26][CH:25]=[C:24]([C:28]([F:31])([F:30])[F:29])[CH:23]=3)[C:13]2=[O:32])=[CH:8][CH:7]=1)[CH3:34]. The yield is 0.340. The reactants are Br[CH2:2][CH2:3][CH2:4][O:5][C:6]1[CH:11]=[CH:10][C:9]([N:12]2[C:16]3[CH:17]=[CH:18][CH:19]=[CH:20][C:15]=3[C:14](=[N:21][C:22]3[CH:27]=[CH:26][CH:25]=[C:24]([C:28]([F:31])([F:30])[F:29])[CH:23]=3)[C:13]2=[O:32])=[CH:8][CH:7]=1.[CH2:33]([NH:35][CH2:36][CH3:37])[CH3:34]. The catalyst is CC#N. (4) The reactants are [Cl:1][C:2]1[CH:3]=[C:4]([N:21]2C(=O)C3C(=CC=CC=3)C2=O)[CH:5]=[C:6]([Cl:20])[C:7]=1[CH2:8][C:9]1[CH:14]=[C:13]([CH:15]([CH3:17])[CH3:16])[C:12](=[O:18])[N:11]([CH3:19])[N:10]=1. The catalyst is C(O)(=O)C. The product is [NH2:21][C:4]1[CH:3]=[C:2]([Cl:1])[C:7]([CH2:8][C:9]2[CH:14]=[C:13]([CH:15]([CH3:17])[CH3:16])[C:12](=[O:18])[N:11]([CH3:19])[N:10]=2)=[C:6]([Cl:20])[CH:5]=1. The yield is 0.690. (5) The reactants are [F:1][C:2]1[C:3]([NH:16][C:17]2[CH:22]=[CH:21][C:20]([C:23]#[C:24][CH2:25][CH2:26][OH:27])=[CH:19][C:18]=2[F:28])=[C:4]([CH:12]=[CH:13][C:14]=1[F:15])[C:5]([NH:7][O:8][CH2:9][CH2:10][OH:11])=[O:6]. The catalyst is CCO.[Pd]. The product is [F:1][C:2]1[C:3]([NH:16][C:17]2[CH:22]=[CH:21][C:20]([CH2:23][CH2:24][CH2:25][CH2:26][OH:27])=[CH:19][C:18]=2[F:28])=[C:4]([CH:12]=[CH:13][C:14]=1[F:15])[C:5]([NH:7][O:8][CH2:9][CH2:10][OH:11])=[O:6]. The yield is 0.460. (6) The reactants are [Cl:1][C:2]1[CH:11]=[C:10]([Cl:12])[C:9]([N:13]2[CH:17]=[CH:16][CH:15]=[N:14]2)=[CH:8][C:3]=1[C:4](OC)=[O:5].[NH3:18]. No catalyst specified. The product is [Cl:1][C:2]1[CH:11]=[C:10]([Cl:12])[C:9]([N:13]2[CH:17]=[CH:16][CH:15]=[N:14]2)=[CH:8][C:3]=1[C:4]([NH2:18])=[O:5]. The yield is 0.870. (7) The reactants are [C@@H:1]12[O:8][C@@H:5]([CH2:6][CH2:7]1)[CH2:4][N:3]([C:9]1[CH:10]=[C:11]([CH:13]=[CH:14][CH:15]=1)[NH2:12])[CH2:2]2.[Cl:16][C:17]1[N:18]=[C:19](Cl)[C:20]2[N:25]=[CH:24][S:23][C:21]=2[N:22]=1.CCN(C(C)C)C(C)C. The catalyst is CS(C)=O.O. The product is [C@@H:1]12[O:8][C@@H:5]([CH2:6][CH2:7]1)[CH2:4][N:3]([C:9]1[CH:10]=[C:11]([NH:12][C:19]3[C:20]4[N:25]=[CH:24][S:23][C:21]=4[N:22]=[C:17]([Cl:16])[N:18]=3)[CH:13]=[CH:14][CH:15]=1)[CH2:2]2. The yield is 0.860. (8) The reactants are [Cl:1][C:2]1[N:7]=[C:6]([NH2:8])[C:5]([O:9][CH3:10])=[C:4](Cl)[N:3]=1.[C:12]([O-:15])(=[O:14])C.[Na+].[CH:17]1C=CC(P(C2C=CC=CC=2)CCCCP(C2C=CC=CC=2)C2C=CC=CC=2)=C[CH:18]=1. The catalyst is C(O)C.C([O-])(=O)C.[Pd+2].C([O-])(=O)C. The product is [CH2:17]([O:15][C:12]([C:4]1[C:5]([O:9][CH3:10])=[C:6]([NH2:8])[N:7]=[C:2]([Cl:1])[N:3]=1)=[O:14])[CH3:18]. The yield is 0.230.